Predict which catalyst facilitates the given reaction. From a dataset of Catalyst prediction with 721,799 reactions and 888 catalyst types from USPTO. Reactant: [Cl:1][C:2]1[N:7]=[C:6]([NH:8][NH:9][C:10](=[O:30])[C@H:11]([CH2:24][CH:25]2[CH2:29][CH2:28][CH2:27][CH2:26]2)[CH2:12][N:13]([O:16]CC2C=CC=CC=2)[CH:14]=[O:15])[C:5]([F:31])=[C:4]([N:32]2[CH2:41][CH2:40][N:39]3[C@@H:34]([CH2:35][O:36][CH2:37][CH2:38]3)[CH2:33]2)[N:3]=1. Product: [Cl:1][C:2]1[N:7]=[C:6]([NH:8][NH:9][C:10](=[O:30])[C@H:11]([CH2:24][CH:25]2[CH2:29][CH2:28][CH2:27][CH2:26]2)[CH2:12][N:13]([OH:16])[CH:14]=[O:15])[C:5]([F:31])=[C:4]([N:32]2[CH2:41][CH2:40][N:39]3[C@@H:34]([CH2:35][O:36][CH2:37][CH2:38]3)[CH2:33]2)[N:3]=1. The catalyst class is: 105.